This data is from Peptide-MHC class I binding affinity with 185,985 pairs from IEDB/IMGT. The task is: Regression. Given a peptide amino acid sequence and an MHC pseudo amino acid sequence, predict their binding affinity value. This is MHC class I binding data. (1) The peptide sequence is HMPAARPEL. The MHC is BoLA-HD6 with pseudo-sequence BoLA-HD6. The binding affinity (normalized) is 0.468. (2) The peptide sequence is TVSLAGSYR. The MHC is HLA-A33:01 with pseudo-sequence HLA-A33:01. The binding affinity (normalized) is 0.579. (3) The peptide sequence is SIPTAGLVAV. The MHC is HLA-A68:02 with pseudo-sequence HLA-A68:02. The binding affinity (normalized) is 0.797.